Dataset: Forward reaction prediction with 1.9M reactions from USPTO patents (1976-2016). Task: Predict the product of the given reaction. (1) Given the reactants [CH3:1][C:2]([O:4][C@@H:5]1[CH2:18][C:17]2[C@@:8]([CH3:24])([C@@H:9]3[C@@H:14]([CH2:15][CH:16]=2)[C@@H:13]2[CH2:19][CH2:20][C:21](=O)[C@@:12]2([CH3:23])[CH2:11][CH2:10]3)[CH2:7][CH2:6]1)=[O:3].FC(F)(F)S(OS(C(F)(F)F)(=O)=O)(=O)=O.C([C:44]1[CH:49]=[C:48](C)[CH:47]=[C:46](C(C)(C)C)[N:45]=1)(C)(C)C, predict the reaction product. The product is: [CH3:1][C:2]([O:4][C@@H:5]1[CH2:6][C:7]2[C@@:8]([CH3:24])([C@@H:9]3[C@@H:14]([CH2:15][CH:16]=2)[C@@H:13]2[CH2:19][CH:20]=[C:21]([C:47]4[CH:48]=[CH:49][CH:44]=[N:45][CH:46]=4)[C@@:12]2([CH3:23])[CH2:11][CH2:10]3)[CH2:17][CH2:18]1)=[O:3]. (2) Given the reactants [C:1]([N:4]1[C:13]2[C:8](=[CH:9][C:10](Br)=[CH:11][CH:12]=2)[CH:7]([NH:15][C:16](=[O:21])[O:17][CH:18]([CH3:20])[CH3:19])[CH2:6][CH:5]1[CH3:22])(=[O:3])[CH3:2].C(=O)([O-])[O-].[K+].[K+].OB(O)[C:31]1[O:32][CH:33]=[CH:34][C:35]=1[C:36]([OH:38])=[O:37].[OH-].[Na+:41], predict the reaction product. The product is: [C:1]([N:4]1[C:13]2[C:8](=[CH:9][C:10]([C:31]3[O:32][CH:33]=[CH:34][C:35]=3[C:36]([O-:38])=[O:37])=[CH:11][CH:12]=2)[C@@H:7]([NH:15][C:16]([O:17][CH:18]([CH3:20])[CH3:19])=[O:21])[CH2:6][C@H:5]1[CH3:22])(=[O:3])[CH3:2].[Na+:41]. (3) Given the reactants [OH:1][CH2:2][CH2:3][CH2:4][CH2:5][C:6]1[S:10][C:9]([C:11]([O:13][CH2:14][CH3:15])=[O:12])=[N:8][N:7]=1.[CH3:16][S:17](Cl)(=[O:19])=[O:18], predict the reaction product. The product is: [CH3:16][S:17]([O:1][CH2:2][CH2:3][CH2:4][CH2:5][C:6]1[S:10][C:9]([C:11]([O:13][CH2:14][CH3:15])=[O:12])=[N:8][N:7]=1)(=[O:19])=[O:18]. (4) Given the reactants [I:1][C:2]1[CH:8]=[CH:7][C:5]([NH2:6])=[CH:4][CH:3]=1.N1C=CC=CC=1.[C:15]1([S:21](Cl)(=[O:23])=[O:22])[CH:20]=[CH:19][CH:18]=[CH:17][CH:16]=1, predict the reaction product. The product is: [I:1][C:2]1[CH:8]=[CH:7][C:5]([NH:6][S:21]([C:15]2[CH:20]=[CH:19][CH:18]=[CH:17][CH:16]=2)(=[O:23])=[O:22])=[CH:4][CH:3]=1. (5) Given the reactants [Na+].[Cl:2][C:3]1[CH:4]=[C:5]([NH:17][C:18]2[C:27]3[C:22](=[CH:23][CH:24]=[CH:25][C:26]=3[O:28][CH2:29][C:30]([O-:32])=O)[N:21]=[CH:20][N:19]=2)[CH:6]=[CH:7][C:8]=1[O:9][CH2:10][C:11]1[CH:16]=[CH:15][CH:14]=[CH:13][N:12]=1.CN(C(O[N:41]1N=N[C:43]2C=CC=N[C:42]1=2)=[N+](C)C)C.F[P-](F)(F)(F)(F)F.CCN(C(C)C)C(C)C.C(N)C, predict the reaction product. The product is: [Cl:2][C:3]1[CH:4]=[C:5]([NH:17][C:18]2[C:27]3[C:22](=[CH:23][CH:24]=[CH:25][C:26]=3[O:28][CH2:29][C:30]([NH:41][CH2:42][CH3:43])=[O:32])[N:21]=[CH:20][N:19]=2)[CH:6]=[CH:7][C:8]=1[O:9][CH2:10][C:11]1[CH:16]=[CH:15][CH:14]=[CH:13][N:12]=1. (6) Given the reactants [CH2:1]([O:8][C:9]1[CH:16]=[CH:15][C:12]([CH:13]=O)=[CH:11][C:10]=1[O:17][CH3:18])[C:2]1[CH:7]=[CH:6][CH:5]=[CH:4][CH:3]=1.[Cl-].[CH2:20]([O:22][CH:23]([P+](C1C=CC=CC=1)(C1C=CC=CC=1)C1C=CC=CC=1)[C:24]([O:26][CH2:27][CH3:28])=[O:25])[CH3:21].C(=O)([O-])[O-].[K+].[K+], predict the reaction product. The product is: [CH2:27]([O:26][C:24](=[O:25])[C:23]([O:22][CH2:20][CH3:21])=[CH:13][C:12]1[CH:15]=[CH:16][C:9]([O:8][CH2:1][C:2]2[CH:7]=[CH:6][CH:5]=[CH:4][CH:3]=2)=[C:10]([O:17][CH3:18])[CH:11]=1)[CH3:28]. (7) Given the reactants [C:1]1([C:7]2[O:11][N:10]=[C:9]([NH2:12])[N:8]=2)[CH:6]=[CH:5][CH:4]=[CH:3][CH:2]=1.[C:13](Cl)(=[O:20])[C:14]1[CH:19]=[CH:18][CH:17]=[CH:16][CH:15]=1, predict the reaction product. The product is: [C:1]1([C:7]2[O:11][N:10]=[C:9]([NH:12][C:13](=[O:20])[C:14]3[CH:19]=[CH:18][CH:17]=[CH:16][CH:15]=3)[N:8]=2)[CH:2]=[CH:3][CH:4]=[CH:5][CH:6]=1. (8) Given the reactants [CH:1]1[CH:2]=CC2N(O)N=NC=2[CH:6]=1.C([C:13]1[CH:14]=[C:15]2[C:19](=[CH:20][CH:21]=1)[N:18]([CH:22]1[CH2:27][CH2:26][CH2:25][CH2:24][O:23]1)[N:17]=[C:16]2[C:28]1[CH:29]=[C:30]([CH:34]=[CH:35][CH:36]=1)[C:31]([OH:33])=O)#N.CCN=C=[N:41][CH2:42][CH2:43][CH2:44][N:45]([CH3:47])C.Cl.[NH2:49][CH2:50]CN1CCCCC1, predict the reaction product. The product is: [C:50]([CH:25]1[CH2:24][O:23][CH:22]([N:18]2[C:19]3[C:15](=[CH:14][CH:13]=[CH:21][CH:20]=3)[C:16]([C:28]3[CH:29]=[C:30]([C:31]([NH:41][CH2:42][CH2:43][CH:44]4[CH2:2][CH2:1][CH2:6][CH2:47][NH:45]4)=[O:33])[CH:34]=[CH:35][CH:36]=3)=[N:17]2)[CH2:27][CH2:26]1)#[N:49].